Dataset: Full USPTO retrosynthesis dataset with 1.9M reactions from patents (1976-2016). Task: Predict the reactants needed to synthesize the given product. Given the product [CH2:8]([O:10][C:11]([C:12]1[CH:13]=[CH:14][N:6]=[C:4]([CH:3]2[CH2:2][CH2:1]2)[N:5]=1)=[O:19])[CH3:9], predict the reactants needed to synthesize it. The reactants are: [CH2:1]1[CH:3]([C:4]([NH2:6])=[NH:5])[CH2:2]1.Cl.[CH2:8]([O:10][C:11](=[O:19])[C:12](=O)/[CH:13]=[CH:14]/OCC)[CH3:9].[O-]CC.[Na+].